From a dataset of NCI-60 drug combinations with 297,098 pairs across 59 cell lines. Regression. Given two drug SMILES strings and cell line genomic features, predict the synergy score measuring deviation from expected non-interaction effect. (1) Drug 1: C1CN(P(=O)(OC1)NCCCl)CCCl. Drug 2: CC(C)CN1C=NC2=C1C3=CC=CC=C3N=C2N. Cell line: A498. Synergy scores: CSS=3.96, Synergy_ZIP=0.584, Synergy_Bliss=3.88, Synergy_Loewe=3.20, Synergy_HSA=3.21. (2) Drug 1: CCCCCOC(=O)NC1=NC(=O)N(C=C1F)C2C(C(C(O2)C)O)O. Drug 2: CCC1=C2CN3C(=CC4=C(C3=O)COC(=O)C4(CC)O)C2=NC5=C1C=C(C=C5)O. Cell line: PC-3. Synergy scores: CSS=14.2, Synergy_ZIP=-4.04, Synergy_Bliss=0.00294, Synergy_Loewe=-37.1, Synergy_HSA=-2.08. (3) Drug 1: C1=CC(=CC=C1CC(C(=O)O)N)N(CCCl)CCCl.Cl. Drug 2: C1CN1P(=S)(N2CC2)N3CC3. Cell line: NCI-H322M. Synergy scores: CSS=-6.01, Synergy_ZIP=5.11, Synergy_Bliss=4.32, Synergy_Loewe=-1.02, Synergy_HSA=-1.89. (4) Drug 1: COC1=C(C=C2C(=C1)N=CN=C2NC3=CC(=C(C=C3)F)Cl)OCCCN4CCOCC4. Drug 2: CC1=C(C(=O)C2=C(C1=O)N3CC4C(C3(C2COC(=O)N)OC)N4)N. Cell line: MDA-MB-231. Synergy scores: CSS=24.2, Synergy_ZIP=1.49, Synergy_Bliss=2.61, Synergy_Loewe=3.09, Synergy_HSA=4.81. (5) Drug 1: CN(CC1=CN=C2C(=N1)C(=NC(=N2)N)N)C3=CC=C(C=C3)C(=O)NC(CCC(=O)O)C(=O)O. Drug 2: CN1C(=O)N2C=NC(=C2N=N1)C(=O)N. Cell line: A549. Synergy scores: CSS=39.3, Synergy_ZIP=5.04, Synergy_Bliss=4.30, Synergy_Loewe=-60.4, Synergy_HSA=-7.07. (6) Drug 1: CCC1=C2CN3C(=CC4=C(C3=O)COC(=O)C4(CC)O)C2=NC5=C1C=C(C=C5)O. Drug 2: C1CNP(=O)(OC1)N(CCCl)CCCl. Cell line: RXF 393. Synergy scores: CSS=13.9, Synergy_ZIP=-2.20, Synergy_Bliss=2.65, Synergy_Loewe=-5.99, Synergy_HSA=0.571. (7) Drug 1: CC1=C(C=C(C=C1)C(=O)NC2=CC(=CC(=C2)C(F)(F)F)N3C=C(N=C3)C)NC4=NC=CC(=N4)C5=CN=CC=C5. Drug 2: C1CNP(=O)(OC1)N(CCCl)CCCl. Cell line: NCI-H226. Synergy scores: CSS=-8.16, Synergy_ZIP=4.13, Synergy_Bliss=0.362, Synergy_Loewe=-6.50, Synergy_HSA=-7.04. (8) Drug 1: CS(=O)(=O)CCNCC1=CC=C(O1)C2=CC3=C(C=C2)N=CN=C3NC4=CC(=C(C=C4)OCC5=CC(=CC=C5)F)Cl. Drug 2: COCCOC1=C(C=C2C(=C1)C(=NC=N2)NC3=CC=CC(=C3)C#C)OCCOC.Cl. Cell line: RPMI-8226. Synergy scores: CSS=-6.30, Synergy_ZIP=2.43, Synergy_Bliss=1.11, Synergy_Loewe=-5.15, Synergy_HSA=-4.61. (9) Synergy scores: CSS=1.99, Synergy_ZIP=4.07, Synergy_Bliss=0.237, Synergy_Loewe=0.469, Synergy_HSA=0.402. Drug 1: C1CC(=O)NC(=O)C1N2CC3=C(C2=O)C=CC=C3N. Drug 2: CCCCC(=O)OCC(=O)C1(CC(C2=C(C1)C(=C3C(=C2O)C(=O)C4=C(C3=O)C=CC=C4OC)O)OC5CC(C(C(O5)C)O)NC(=O)C(F)(F)F)O. Cell line: NCI-H522. (10) Drug 1: C1CN(CCN1C(=O)CCBr)C(=O)CCBr. Drug 2: C(CCl)NC(=O)N(CCCl)N=O. Cell line: CAKI-1. Synergy scores: CSS=25.4, Synergy_ZIP=-3.03, Synergy_Bliss=5.91, Synergy_Loewe=4.64, Synergy_HSA=4.81.